From a dataset of Forward reaction prediction with 1.9M reactions from USPTO patents (1976-2016). Predict the product of the given reaction. (1) Given the reactants Cl.[C:2]([C:4]1[CH:5]=[C:6]([C:12]2[N:17]=[CH:16][C:15]([C@@H:18]3[CH2:20][C@H:19]3[NH:21][CH:22]3[CH2:27][CH2:26][CH:25]([NH:28]C(=O)OC(C)(C)C)[CH2:24][CH2:23]3)=[CH:14][CH:13]=2)[CH:7]=[C:8]([O:10][CH3:11])[CH:9]=1)#[N:3], predict the reaction product. The product is: [NH2:28][CH:25]1[CH2:26][CH2:27][CH:22]([NH:21][C@@H:19]2[CH2:20][C@H:18]2[C:15]2[CH:14]=[CH:13][C:12]([C:6]3[CH:5]=[C:4]([CH:9]=[C:8]([O:10][CH3:11])[CH:7]=3)[C:2]#[N:3])=[N:17][CH:16]=2)[CH2:23][CH2:24]1. (2) The product is: [F:1][C:2]1[CH:27]=[C:26]([NH2:28])[CH:25]=[CH:24][C:3]=1[O:4][C:5]1[CH:10]=[CH:9][N:8]=[C:7]2[CH:11]=[C:12]([C:14]3[CH:15]=[CH:16][C:17]([S:20]([CH3:23])(=[O:21])=[O:22])=[CH:18][CH:19]=3)[S:13][C:6]=12. Given the reactants [F:1][C:2]1[CH:27]=[C:26]([N+:28]([O-])=O)[CH:25]=[CH:24][C:3]=1[O:4][C:5]1[CH:10]=[CH:9][N:8]=[C:7]2[CH:11]=[C:12]([C:14]3[CH:19]=[CH:18][C:17]([S:20]([CH3:23])(=[O:22])=[O:21])=[CH:16][CH:15]=3)[S:13][C:6]=12.[BH4-].[Na+], predict the reaction product. (3) Given the reactants [ClH:1].[CH2:2]([O:4][C:5]([C:7]1[N:8]=[C:9]([CH:12]2[CH2:17][CH2:16][N:15](C(OC(C)(C)C)=O)[CH2:14][CH2:13]2)[S:10][CH:11]=1)=[O:6])[CH3:3], predict the reaction product. The product is: [Cl-:1].[CH2:2]([O:4][C:5]([C:7]1[N:8]=[C:9]([CH:12]2[CH2:17][CH2:16][NH2+:15][CH2:14][CH2:13]2)[S:10][CH:11]=1)=[O:6])[CH3:3]. (4) Given the reactants N[C@H](C1N=C(C#C[C@@]2(C)OCCN(C(OC(C)(C)C)=O)C2)C=CC=1C1C=CC(Cl)=C2C=1N(C)N=C2NS(C)(=O)=O)CC1C=C(F)C=C(F)C=1.[Cl:50][C:51]1[CH:59]=[CH:58][C:57]([C:60]2[C:61]([C@@H:75]([NH:85]C(=O)C(F)(F)F)[CH2:76][C:77]3[CH:82]=[C:81]([F:83])[CH:80]=[C:79]([F:84])[CH:78]=3)=[N:62][C:63]([C:66]#[C:67][C:68]3([OH:74])[CH2:71][C:70]([F:73])([F:72])[CH2:69]3)=[CH:64][CH:65]=2)=[C:56]2[C:52]=1[C:53]([NH:93][S:94]([CH3:97])(=[O:96])=[O:95])=[N:54][N:55]2[CH3:92], predict the reaction product. The product is: [NH2:85][C@H:75]([C:61]1[C:60]([C:57]2[CH:58]=[CH:59][C:51]([Cl:50])=[C:52]3[C:56]=2[N:55]([CH3:92])[N:54]=[C:53]3[NH:93][S:94]([CH3:97])(=[O:95])=[O:96])=[CH:65][CH:64]=[C:63]([C:66]#[C:67][C:68]2([OH:74])[CH2:69][C:70]([F:73])([F:72])[CH2:71]2)[N:62]=1)[CH2:76][C:77]1[CH:78]=[C:79]([F:84])[CH:80]=[C:81]([F:83])[CH:82]=1. (5) Given the reactants [C:1]([C:3]1[CH:4]=[C:5]([N:27]2[C@H:31]([CH2:32][OH:33])[CH2:30][O:29][C:28]2=[O:34])[CH:6]=[CH:7][C:8]=1[C:9]([N:11]1[CH2:16][CH2:15][N:14]([C:17]2[C:22]([CH3:23])=[CH:21][C:20]([CH:24]3[CH2:26][CH2:25]3)=[CH:19][N:18]=2)[CH2:13][CH2:12]1)=[O:10])#[N:2].[CH3:35]I, predict the reaction product. The product is: [C:1]([C:3]1[CH:4]=[C:5]([N:27]2[C@H:31]([CH2:32][O:33][CH3:35])[CH2:30][O:29][C:28]2=[O:34])[CH:6]=[CH:7][C:8]=1[C:9]([N:11]1[CH2:12][CH2:13][N:14]([C:17]2[C:22]([CH3:23])=[CH:21][C:20]([CH:24]3[CH2:26][CH2:25]3)=[CH:19][N:18]=2)[CH2:15][CH2:16]1)=[O:10])#[N:2]. (6) Given the reactants [O:1]=[C:2]1[C:13]2=[CH:14][C:15]3[CH:16]=[CH:17][C:18]([C:21]([O:23]CC)=[O:22])=[CH:19][C:20]=3[N:12]2[CH2:11][C:5]2([CH2:10][CH2:9][O:8][CH2:7][CH2:6]2)[CH2:4][NH:3]1.[OH-].[Na+].O.C(O)(=O)C, predict the reaction product. The product is: [O:1]=[C:2]1[C:13]2=[CH:14][C:15]3[CH:16]=[CH:17][C:18]([C:21]([OH:23])=[O:22])=[CH:19][C:20]=3[N:12]2[CH2:11][C:5]2([CH2:6][CH2:7][O:8][CH2:9][CH2:10]2)[CH2:4][NH:3]1.